Dataset: Reaction yield outcomes from USPTO patents with 853,638 reactions. Task: Predict the reaction yield, written as a fraction of the theoretical maximum amount of product (1.0 means a 100% yield; for example, 0.34 means a 34% yield). (1) The yield is 0.310. The reactants are I[C:2]1[CH:3]=[CH:4][C:5]2[N:6]([CH:8]=[C:9]([NH:11][C:12]([CH:14]3[CH2:16][CH2:15]3)=[O:13])[N:10]=2)[N:7]=1.[NH2:17][C:18]1[CH:19]=[CH:20][C:21]([Br:25])=[C:22]([OH:24])[CH:23]=1.C(=O)([O-])[O-].[K+].[K+]. The catalyst is CN(C)C=O.O. The product is [NH2:17][C:18]1[CH:19]=[CH:20][C:21]([Br:25])=[C:22]([CH:23]=1)[O:24][C:2]1[CH:3]=[CH:4][C:5]2[N:6]([CH:8]=[C:9]([NH:11][C:12]([CH:14]3[CH2:16][CH2:15]3)=[O:13])[N:10]=2)[N:7]=1. (2) The reactants are [CH3:1][S:2]([CH2:5][CH2:6][NH:7][C:8]1[CH:9]=[N:10][CH:11]=[CH:12][C:13]=1[C:14]1[CH:19]=[CH:18][CH:17]=[CH:16][C:15]=1[O:20][C:21]([F:24])([F:23])[F:22])(=[O:4])=[O:3].CCN(C(C)C)C(C)C.FC1C=CC=C(OC)C=1C1C=CN=CC=1N(CC(F)(F)F)[C:50](=[O:65])[C:51]1[CH:56]=[C:55]([C:57]([F:60])([F:59])[F:58])[CH:54]=[C:53]([S:61]([CH3:64])(=[O:63])=[O:62])[CH:52]=1. The catalyst is C(Cl)Cl. The product is [CH3:64][S:61]([C:53]1[CH:52]=[C:51]([CH:56]=[C:55]([C:57]([F:58])([F:59])[F:60])[CH:54]=1)[C:50]([N:7]([CH2:6][CH2:5][S:2]([CH3:1])(=[O:4])=[O:3])[C:8]1[CH:9]=[N:10][CH:11]=[CH:12][C:13]=1[C:14]1[CH:19]=[CH:18][CH:17]=[CH:16][C:15]=1[O:20][C:21]([F:23])([F:24])[F:22])=[O:65])(=[O:63])=[O:62]. The yield is 0.130.